From a dataset of Reaction yield outcomes from USPTO patents with 853,638 reactions. Predict the reaction yield, written as a fraction of the theoretical maximum amount of product (1.0 means a 100% yield; for example, 0.34 means a 34% yield). The reactants are C([N:8]1[CH2:14][CH2:13][CH:12]([OH:15])[C:11]([NH:17][C:18](=[O:23])[C:19]([F:22])([F:21])[F:20])([CH3:16])[CH2:10][CH2:9]1)C1C=CC=CC=1.Cl. The catalyst is CO.[OH-].[OH-].[Pd+2]. The product is [F:22][C:19]([F:20])([F:21])[C:18]([NH:17][C:11]1([CH3:16])[CH:12]([OH:15])[CH2:13][CH2:14][NH:8][CH2:9][CH2:10]1)=[O:23]. The yield is 0.660.